From a dataset of Forward reaction prediction with 1.9M reactions from USPTO patents (1976-2016). Predict the product of the given reaction. (1) Given the reactants [O:1]1[CH2:6][CH2:5][CH2:4][CH2:3][CH:2]1[O:7][NH:8][C:9]([C:11]1[CH:20]=[C:19]2[C:14]([CH2:15][CH2:16][NH:17][CH2:18]2)=[CH:13][CH:12]=1)=[O:10].[N:21]1[CH:26]=[CH:25][CH:24]=[C:23]([CH2:27][C:28](O)=[O:29])[CH:22]=1.C1C=CC2N(O)N=NC=2C=1.C(Cl)CCl, predict the reaction product. The product is: [N:21]1[CH:26]=[CH:25][CH:24]=[C:23]([CH2:27][C:28]([N:17]2[CH2:16][CH2:15][C:14]3[C:19](=[CH:20][C:11]([C:9]([NH:8][O:7][CH:2]4[CH2:3][CH2:4][CH2:5][CH2:6][O:1]4)=[O:10])=[CH:12][CH:13]=3)[CH2:18]2)=[O:29])[CH:22]=1. (2) Given the reactants O.NN.[CH:4]1([O:10][N:11]2C(=O)C3C(=CC=CC=3)C2=O)[CH2:9][CH2:8][CH2:7][CH2:6][CH2:5]1.C(Cl)[Cl:23], predict the reaction product. The product is: [ClH:23].[CH:4]1([O:10][NH2:11])[CH2:9][CH2:8][CH2:7][CH2:6][CH2:5]1.